From a dataset of Human liver microsome stability data. Regression/Classification. Given a drug SMILES string, predict its absorption, distribution, metabolism, or excretion properties. Task type varies by dataset: regression for continuous measurements (e.g., permeability, clearance, half-life) or binary classification for categorical outcomes (e.g., BBB penetration, CYP inhibition). Dataset: hlm. The compound is CC(C)[C@H](NS(=O)(=O)c1ccc2c(c1)oc1cc(N)ccc12)C(=O)O. The result is 0 (unstable in human liver microsomes).